This data is from Full USPTO retrosynthesis dataset with 1.9M reactions from patents (1976-2016). The task is: Predict the reactants needed to synthesize the given product. (1) Given the product [C:14]([O:13][C:12]([NH:11][C:2]([CH3:1])([CH3:10])[CH2:3][CH:4]1[CH2:5][CH2:6][N:7]([C:34]([O:33][CH2:26][C:27]2[CH:32]=[CH:31][CH:30]=[CH:29][CH:28]=2)=[O:35])[CH2:8][CH2:9]1)=[O:18])([CH3:17])([CH3:16])[CH3:15], predict the reactants needed to synthesize it. The reactants are: [CH3:1][C:2]([NH:11][C:12](=[O:18])[O:13][C:14]([CH3:17])([CH3:16])[CH3:15])([CH3:10])[CH2:3][CH:4]1[CH2:9][CH2:8][NH:7][CH2:6][CH2:5]1.C(N(CC)CC)C.[CH2:26]([O:33][C:34](ON1C(=O)CCC1=O)=[O:35])[C:27]1[CH:32]=[CH:31][CH:30]=[CH:29][CH:28]=1. (2) The reactants are: [Cl:1][C:2]1[C:9]([CH3:10])=[C:8]([NH:11][C@@H:12]([C:16]2[O:17][C:18]([C:21]3[CH:26]=[CH:25][C:24]([F:27])=[C:23]([OH:28])[CH:22]=3)=[N:19][N:20]=2)[C@H:13]([OH:15])[CH3:14])[CH:7]=[CH:6][C:3]=1[C:4]#[N:5].[CH3:29][CH2:30][CH2:31][C:32](Cl)=[O:33]. Given the product [C:32]([O:28][C:23]1[CH:22]=[C:21]([C:18]2[O:17][C:16]([C@H:12]([NH:11][C:8]3[CH:7]=[CH:6][C:3]([C:4]#[N:5])=[C:2]([Cl:1])[C:9]=3[CH3:10])[C@H:13]([O:15][C:16](=[O:17])[CH2:12][CH2:13][CH3:14])[CH3:14])=[N:20][N:19]=2)[CH:26]=[CH:25][C:24]=1[F:27])(=[O:33])[CH2:31][CH2:30][CH3:29], predict the reactants needed to synthesize it. (3) Given the product [C:31]([C:33]1[CH:38]=[CH:37][C:36]([C:18]2[N:19]([C:24]([O:26][C:27]([CH3:28])([CH3:29])[CH3:30])=[O:25])[CH2:20][CH2:21][O:22][CH:23]=2)=[CH:35][CH:34]=1)#[N:32], predict the reactants needed to synthesize it. The reactants are: O(P(O[C:18]1[N:19]([C:24]([O:26][C:27]([CH3:30])([CH3:29])[CH3:28])=[O:25])[CH2:20][CH2:21][O:22][CH:23]=1)(OC1C=CC=CC=1)=O)C1C=CC=CC=1.[C:31]([C:33]1[CH:38]=[CH:37][C:36](B(O)O)=[CH:35][CH:34]=1)#[N:32].